From a dataset of Full USPTO retrosynthesis dataset with 1.9M reactions from patents (1976-2016). Predict the reactants needed to synthesize the given product. (1) Given the product [F:8][C:9]1[CH:10]=[C:11]([CH:24]2[C:33]([CH3:35])([CH3:34])[CH2:32][C:31]3[C:26](=[CH:27][CH:28]=[C:29]([C:36]([NH:5][S:2]([CH3:1])(=[O:4])=[O:3])=[O:37])[CH:30]=3)[NH:25]2)[CH:12]=[C:13]([N:15]2[CH2:16][CH2:17][N:18]([CH:21]([CH3:22])[CH3:23])[CH2:19][CH2:20]2)[CH:14]=1, predict the reactants needed to synthesize it. The reactants are: [CH3:1][S:2]([NH2:5])(=[O:4])=[O:3].[H-].[Na+].[F:8][C:9]1[CH:10]=[C:11]([CH:24]2[C:33]([CH3:35])([CH3:34])[CH2:32][C:31]3[C:26](=[CH:27][CH:28]=[C:29]([C:36](O)=[O:37])[CH:30]=3)[NH:25]2)[CH:12]=[C:13]([N:15]2[CH2:20][CH2:19][N:18]([CH:21]([CH3:23])[CH3:22])[CH2:17][CH2:16]2)[CH:14]=1.C(N1C=CN=C1)(N1C=CN=C1)=O. (2) The reactants are: C1C=CC(P(C2C=CC=CC=2)C2C=CC=CC=2)=CC=1.[I:20]I.N1C=CN=C1.[CH2:27]([O:34][C:35]([N:37]1[CH2:42][CH2:41][CH2:40][CH:39]([CH2:43]O)[CH2:38]1)=[O:36])[C:28]1[CH:33]=[CH:32][CH:31]=[CH:30][CH:29]=1. Given the product [CH2:27]([O:34][C:35]([N:37]1[CH2:42][CH2:41][CH2:40][CH:39]([CH2:43][I:20])[CH2:38]1)=[O:36])[C:28]1[CH:33]=[CH:32][CH:31]=[CH:30][CH:29]=1, predict the reactants needed to synthesize it. (3) Given the product [NH:8]1[CH2:12][CH2:11][C@@H:10]([C:13]2[NH:17][C:16](=[O:18])[S:15][N:14]=2)[CH2:9]1, predict the reactants needed to synthesize it. The reactants are: C(OC([N:8]1[CH2:12][CH2:11][C@@H:10]([C:13]2[NH:17][C:16](=[O:18])[S:15][N:14]=2)[CH2:9]1)=O)(C)(C)C.Cl.O1CCOCC1.